Task: Predict the product of the given reaction.. Dataset: Forward reaction prediction with 1.9M reactions from USPTO patents (1976-2016) Given the reactants Cl[C:2]1[CH:11]=[CH:10][C:9]2[C:4](=[CH:5][CH:6]=[C:7]([N+:12]([O-:14])=[O:13])[CH:8]=2)[N:3]=1.[CH3:15][CH:16]1[CH2:21][NH:20][CH2:19][CH2:18][NH:17]1.O, predict the reaction product. The product is: [CH3:15][CH:16]1[NH:17][CH2:18][CH2:19][N:20]([C:2]2[CH:11]=[CH:10][C:9]3[C:4](=[CH:5][CH:6]=[C:7]([N+:12]([O-:14])=[O:13])[CH:8]=3)[N:3]=2)[CH2:21]1.